This data is from NCI-60 drug combinations with 297,098 pairs across 59 cell lines. The task is: Regression. Given two drug SMILES strings and cell line genomic features, predict the synergy score measuring deviation from expected non-interaction effect. (1) Synergy scores: CSS=2.22, Synergy_ZIP=-1.14, Synergy_Bliss=0.963, Synergy_Loewe=-0.853, Synergy_HSA=-0.469. Cell line: MALME-3M. Drug 1: C1CCN(CC1)CCOC2=CC=C(C=C2)C(=O)C3=C(SC4=C3C=CC(=C4)O)C5=CC=C(C=C5)O. Drug 2: C1=CN(C=N1)CC(O)(P(=O)(O)O)P(=O)(O)O. (2) Drug 1: C1=CC(=CC=C1C#N)C(C2=CC=C(C=C2)C#N)N3C=NC=N3. Drug 2: CS(=O)(=O)OCCCCOS(=O)(=O)C. Cell line: SW-620. Synergy scores: CSS=7.23, Synergy_ZIP=-3.00, Synergy_Bliss=-0.0628, Synergy_Loewe=1.31, Synergy_HSA=-0.579. (3) Drug 1: CCCS(=O)(=O)NC1=C(C(=C(C=C1)F)C(=O)C2=CNC3=C2C=C(C=N3)C4=CC=C(C=C4)Cl)F. Drug 2: CC(CN1CC(=O)NC(=O)C1)N2CC(=O)NC(=O)C2. Cell line: M14. Synergy scores: CSS=52.8, Synergy_ZIP=4.46, Synergy_Bliss=5.67, Synergy_Loewe=-4.33, Synergy_HSA=6.83. (4) Drug 1: CN(C)C1=NC(=NC(=N1)N(C)C)N(C)C. Drug 2: C1CNP(=O)(OC1)N(CCCl)CCCl. Cell line: SF-539. Synergy scores: CSS=-5.11, Synergy_ZIP=3.71, Synergy_Bliss=3.67, Synergy_Loewe=-4.18, Synergy_HSA=-3.53. (5) Drug 1: COC1=C(C=C2C(=C1)N=CN=C2NC3=CC(=C(C=C3)F)Cl)OCCCN4CCOCC4. Drug 2: COC1=NC(=NC2=C1N=CN2C3C(C(C(O3)CO)O)O)N. Cell line: SK-MEL-2. Synergy scores: CSS=0.685, Synergy_ZIP=0.557, Synergy_Bliss=3.25, Synergy_Loewe=-9.92, Synergy_HSA=-2.40.